This data is from Full USPTO retrosynthesis dataset with 1.9M reactions from patents (1976-2016). The task is: Predict the reactants needed to synthesize the given product. (1) Given the product [C:51]([O:50][C:49]([NH:48][CH2:47][CH2:46][C:1]([O:44][CH2:43][C:36]1[CH:37]=[C:38]([F:42])[C:39]([F:41])=[CH:40][C:35]=1[C:19]1[CH:20]=[C:21]2[C:16](=[CH:17][CH:18]=1)[N:15]=[C:14]([NH2:13])[N:23]=[C:22]2[C:24]([N:26]1[CH2:27][C:28]2[C:33](=[CH:32][CH:31]=[CH:30][CH:29]=2)[CH2:34]1)=[O:25])=[O:2])=[O:55])([CH3:54])([CH3:53])[CH3:52], predict the reactants needed to synthesize it. The reactants are: [C:1](N1C=CN=C1)(N1C=CN=C1)=[O:2].[NH2:13][C:14]1[N:23]=[C:22]([C:24]([N:26]2[CH2:34][C:33]3[C:28](=[CH:29][CH:30]=[CH:31][CH:32]=3)[CH2:27]2)=[O:25])[C:21]2[C:16](=[CH:17][CH:18]=[C:19]([C:35]3[CH:40]=[C:39]([F:41])[C:38]([F:42])=[CH:37][C:36]=3[CH2:43][OH:44])[CH:20]=2)[N:15]=1.O[CH2:46][CH2:47][NH:48][C:49](=[O:55])[O:50][C:51]([CH3:54])([CH3:53])[CH3:52].N12CCCN=C1CCCCC2.Cl.C(=O)(O)[O-]. (2) Given the product [CH3:1][O:2][CH2:3][CH2:4][O:5][C:6]1[CH:7]=[CH:8][C:9]([CH2:10][OH:11])=[CH:13][CH:14]=1, predict the reactants needed to synthesize it. The reactants are: [CH3:1][O:2][CH2:3][CH2:4][O:5][C:6]1[CH:14]=[CH:13][C:9]([C:10](O)=[O:11])=[CH:8][CH:7]=1.C(=O)([O-])[O-].[K+].[K+].IC.[BH4-].[Li+]. (3) Given the product [Cl:26][C:3]1[CH:4]=[C:5]([N:8]2[CH2:12][C:11]([C:17]3[CH:22]=[C:21]([Cl:23])[CH:20]=[C:19]([Cl:24])[CH:18]=3)([C:13]([F:16])([F:15])[F:14])[O:10][C:9]2=[O:25])[CH:6]=[CH:7][C:2]=1[CH:27]=[O:28], predict the reactants needed to synthesize it. The reactants are: Br[C:2]1[CH:7]=[CH:6][C:5]([N:8]2[CH2:12][C:11]([C:17]3[CH:22]=[C:21]([Cl:23])[CH:20]=[C:19]([Cl:24])[CH:18]=3)([C:13]([F:16])([F:15])[F:14])[O:10][C:9]2=[O:25])=[CH:4][C:3]=1[Cl:26].[C:27]([O-])([O-])=[O:28].[Na+].[Na+].C([SiH](CC)CC)C.